This data is from Forward reaction prediction with 1.9M reactions from USPTO patents (1976-2016). The task is: Predict the product of the given reaction. (1) The product is: [OH2:8].[CH3:16][C:4]1[CH:5]=[C:6]([O:8][CH2:9][CH2:10][CH2:11][S:12]([CH3:15])(=[O:14])=[O:13])[CH:7]=[C:2]([CH3:1])[C:3]=1[C:17]1[CH:22]=[CH:21][CH:20]=[C:19]([CH2:23][O:24][C:25]2[CH:37]=[CH:36][C:28]3[C@H:29]([CH2:32][C:33]([OH:35])=[O:34])[CH2:30][O:31][C:27]=3[CH:26]=2)[CH:18]=1. Given the reactants [CH3:1][C:2]1[CH:7]=[C:6]([O:8][CH2:9][CH2:10][CH2:11][S:12]([CH3:15])(=[O:14])=[O:13])[CH:5]=[C:4]([CH3:16])[C:3]=1[C:17]1[CH:22]=[CH:21][CH:20]=[C:19]([CH2:23][O:24][C:25]2[CH:37]=[CH:36][C:28]3[C@H:29]([CH2:32][C:33]([OH:35])=[O:34])[CH2:30][O:31][C:27]=3[CH:26]=2)[CH:18]=1.CC(C)=O, predict the reaction product. (2) Given the reactants [NH2:1][C:2]1[CH:7]=[CH:6][C:5]([C:8]2[CH:13]=[CH:12][C:11]([C:14]#[N:15])=[CH:10][CH:9]=2)=[CH:4][CH:3]=1.[CH2:16]([S:18](Cl)(=[O:20])=[O:19])[CH3:17], predict the reaction product. The product is: [C:14]([C:11]1[CH:12]=[CH:13][C:8]([C:5]2[CH:4]=[CH:3][C:2]([NH:1][S:18]([CH2:16][CH3:17])(=[O:20])=[O:19])=[CH:7][CH:6]=2)=[CH:9][CH:10]=1)#[N:15].